From a dataset of Full USPTO retrosynthesis dataset with 1.9M reactions from patents (1976-2016). Predict the reactants needed to synthesize the given product. (1) Given the product [Cl:22][C:16]1[CH:15]=[C:14]2[C:19]([C:20](=[O:21])[C:11]([CH2:10][NH:9][C:7]([C:4]3[S:3][C:2]([N:34]4[CH2:35][CH2:36][CH:31]([CH2:30][OH:29])[CH2:32][CH2:33]4)=[N:6][CH:5]=3)=[O:8])=[CH:12][N:13]2[C:23]2[CH:28]=[CH:27][CH:26]=[CH:25][CH:24]=2)=[CH:18][CH:17]=1, predict the reactants needed to synthesize it. The reactants are: Br[C:2]1[S:3][C:4]([C:7]([NH:9][CH2:10][C:11]2[C:20](=[O:21])[C:19]3[C:14](=[CH:15][C:16]([Cl:22])=[CH:17][CH:18]=3)[N:13]([C:23]3[CH:28]=[CH:27][CH:26]=[CH:25][CH:24]=3)[CH:12]=2)=[O:8])=[CH:5][N:6]=1.[OH:29][CH2:30][CH:31]1[CH2:36][CH2:35][NH:34][CH2:33][CH2:32]1. (2) Given the product [CH2:12]([N:9]1[CH2:10][CH2:11][C:6]2([C:4](=[O:5])[N:34]([C:31]3[CH:32]=[CH:33][C:28]([O:27][CH:26]([CH3:35])[C:25]([F:24])([F:36])[F:37])=[CH:29][CH:30]=3)[CH2:21][CH2:20]2)[CH:7]([OH:19])[CH2:8]1)[C:13]1[CH:14]=[CH:15][CH:16]=[CH:17][CH:18]=1, predict the reactants needed to synthesize it. The reactants are: C(O[C:4]([C:6]1([CH2:20][CH2:21]OC)[CH2:11][CH2:10][N:9]([CH2:12][C:13]2[CH:18]=[CH:17][CH:16]=[CH:15][CH:14]=2)[CH2:8][CH:7]1[OH:19])=[O:5])C.[F:24][C:25]([F:37])([F:36])[CH:26]([CH3:35])[O:27][C:28]1[CH:33]=[CH:32][C:31]([NH2:34])=[CH:30][CH:29]=1. (3) Given the product [CH3:30][N:31]([CH2:32][CH2:33][C:34]1[CH:39]=[CH:38][CH:37]=[CH:36][N:35]=1)[C:2]1[CH:7]=[CH:6][C:5]([NH:8][C:9]([C:11]2[C:12]([C:17]3[CH:18]=[CH:19][C:20]([C:23]([F:25])([F:24])[F:26])=[CH:21][CH:22]=3)=[CH:13][CH:14]=[CH:15][CH:16]=2)=[O:10])=[CH:4][C:3]=1[N+:27]([O-:29])=[O:28], predict the reactants needed to synthesize it. The reactants are: F[C:2]1[CH:7]=[CH:6][C:5]([NH:8][C:9]([C:11]2[C:12]([C:17]3[CH:22]=[CH:21][C:20]([C:23]([F:26])([F:25])[F:24])=[CH:19][CH:18]=3)=[CH:13][CH:14]=[CH:15][CH:16]=2)=[O:10])=[CH:4][C:3]=1[N+:27]([O-:29])=[O:28].[CH3:30][NH:31][CH2:32][CH2:33][C:34]1[CH:39]=[CH:38][CH:37]=[CH:36][N:35]=1.C(N(CC)CC)C.C(OCC)(=O)C. (4) Given the product [CH:21]1([C:2]2[C:10]3[C:5](=[CH:6][CH:7]=[CH:8][CH:9]=3)[N:4]([Si:11]([CH:18]([CH3:20])[CH3:19])([CH:15]([CH3:17])[CH3:16])[CH:12]([CH3:14])[CH3:13])[CH:3]=2)[CH2:23][CH2:22]1, predict the reactants needed to synthesize it. The reactants are: Br[C:2]1[C:10]2[C:5](=[CH:6][CH:7]=[CH:8][CH:9]=2)[N:4]([Si:11]([CH:18]([CH3:20])[CH3:19])([CH:15]([CH3:17])[CH3:16])[CH:12]([CH3:14])[CH3:13])[CH:3]=1.[CH:21]1(B(O)O)[CH2:23][CH2:22]1.[O-]P([O-])([O-])=O.[K+].[K+].[K+].C1(P(C2CCCCC2)C2CCCCC2)CCCCC1. (5) Given the product [Br:13][C:8]1[CH:9]=[C:4]([O:3][C:2]([F:1])([F:11])[F:12])[C:5]([NH2:10])=[N:6][CH:7]=1, predict the reactants needed to synthesize it. The reactants are: [F:1][C:2]([F:12])([F:11])[O:3][C:4]1[C:5]([NH2:10])=[N:6][CH:7]=[CH:8][CH:9]=1.[Br:13]N1C(=O)CCC1=O. (6) Given the product [C:34]([C:30]1[N:31]([CH3:33])[CH:32]=[C:28]([C:25]2[CH:24]=[CH:23][C:22]([CH2:21][C@H:15]([NH:14][C:12]([C:4]3[CH:5]=[CH:6][C:7]([O:8][CH:9]([CH3:11])[CH3:10])=[C:2]([Cl:1])[CH:3]=3)=[O:13])[CH2:16][CH2:17][C:18]([OH:20])=[O:19])=[CH:27][CH:26]=2)[N:29]=1)(=[O:35])[CH3:40], predict the reactants needed to synthesize it. The reactants are: [Cl:1][C:2]1[CH:3]=[C:4]([C:12]([NH:14][C@@H:15]([CH2:21][C:22]2[CH:27]=[CH:26][C:25]([C:28]3[N:29]=[C:30]([C:34](N(C)OC)=[O:35])[N:31]([CH3:33])[CH:32]=3)=[CH:24][CH:23]=2)[CH2:16][CH2:17][C:18]([OH:20])=[O:19])=[O:13])[CH:5]=[CH:6][C:7]=1[O:8][CH:9]([CH3:11])[CH3:10].[CH3:40][Mg]Br.